From a dataset of Catalyst prediction with 721,799 reactions and 888 catalyst types from USPTO. Predict which catalyst facilitates the given reaction. (1) Reactant: [Br-:1].[NH2:2][CH2:3][CH2:4][CH2:5][CH2:6][CH2:7][N+:8]([CH2:11][CH2:12][NH:13][C:14]([C:16]1[C:21]([NH2:22])=[N:20][C:19]([NH2:23])=[C:18]([Cl:24])[N:17]=1)=[O:15])([CH3:10])[CH3:9].[Cl:25][C:26]1[CH:31]=[CH:30][C:29]([S:32](Cl)(=[O:34])=[O:33])=[CH:28][CH:27]=1.CN1CCOCC1. Product: [Br-:1].[Cl:25][C:26]1[CH:31]=[CH:30][C:29]([S:32]([NH:2][CH2:3][CH2:4][CH2:5][CH2:6][CH2:7][N+:8]([CH2:11][CH2:12][NH:13][C:14]([C:16]2[C:21]([NH2:22])=[N:20][C:19]([NH2:23])=[C:18]([Cl:24])[N:17]=2)=[O:15])([CH3:9])[CH3:10])(=[O:34])=[O:33])=[CH:28][CH:27]=1. The catalyst class is: 655. (2) Reactant: [Cl:1][C:2]1[CH:25]=[CH:24][CH:23]=[CH:22][C:3]=1[O:4][C:5]1[CH2:9][N:8]([CH:10]([CH2:14][CH:15]([CH3:20])[C:16]([F:19])([F:18])[F:17])[C:11]([OH:13])=O)[C:7](=[O:21])[CH:6]=1.[CH3:26]N(C)CCCN=C=NCC.ON1C2C=CC=CC=2N=N1.Cl.[OH:48][C@@H:49]([CH2:79]O)[CH2:50][N:51]1[CH:55]=[CH:54][C:53]([NH:56]C(=O)[C@@H](N2CC(OC3C=CC=C(Cl)C=3Cl)=CC2=O)CC(C)C)=[N:52]1. Product: [OH:48][C:49]([CH3:79])([CH3:26])[CH2:50][N:51]1[CH:55]=[CH:54][C:53]([NH:56][C:11](=[O:13])[CH:10]([N:8]2[CH2:9][C:5]([O:4][C:3]3[CH:22]=[CH:23][CH:24]=[CH:25][C:2]=3[Cl:1])=[CH:6][C:7]2=[O:21])[CH2:14][CH:15]([CH3:20])[C:16]([F:17])([F:18])[F:19])=[N:52]1. The catalyst class is: 4. (3) Reactant: [CH3:1][O:2][C:3](=[O:20])[CH2:4][C:5]1[N:10]=[C:9]([O:11]C)[C:8]([Cl:13])=[C:7]([N:14]2[CH2:19][CH2:18][O:17][CH2:16][CH2:15]2)[N:6]=1.O1CCOCC1. Product: [CH3:1][O:2][C:3](=[O:20])[CH2:4][C:5]1[NH:10][C:9](=[O:11])[C:8]([Cl:13])=[C:7]([N:14]2[CH2:19][CH2:18][O:17][CH2:16][CH2:15]2)[N:6]=1. The catalyst class is: 27. (4) Reactant: Cl[C:2]1[CH:7]=[C:6]([C:8]2[CH:13]=[CH:12][CH:11]=[C:10]([CH3:14])[C:9]=2[CH3:15])[N:5]=[C:4]([NH2:16])[N:3]=1.[CH3:17][N:18]1[CH2:23][CH2:22][N:21]([C:24]2[CH:29]=[CH:28][C:27]([CH2:30][NH2:31])=[CH:26][CH:25]=2)[CH2:20][CH2:19]1.CCN(C(C)C)C(C)C. Product: [CH3:15][C:9]1[C:10]([CH3:14])=[CH:11][CH:12]=[CH:13][C:8]=1[C:6]1[N:5]=[C:4]([NH2:16])[N:3]=[C:2]([NH:31][CH2:30][C:27]2[CH:26]=[CH:25][C:24]([N:21]3[CH2:20][CH2:19][N:18]([CH3:17])[CH2:23][CH2:22]3)=[CH:29][CH:28]=2)[CH:7]=1. The catalyst class is: 51. (5) Reactant: [C:1]([NH:9][C:10]1[CH:15]=[CH:14][C:13]([CH2:16][C:17]2[C:25]3[C:20](=[CH:21][CH:22]=[C:23]([C:26](O)=[O:27])[CH:24]=3)[N:19]([CH3:29])[CH:18]=2)=[CH:12][CH:11]=1)(=[O:8])[C:2]1[CH:7]=[CH:6][CH:5]=[CH:4][CH:3]=1.CCN(C(C)C)C(C)C.CN(C([O:46][N:47]1N=NC2C=CC=NC1=2)=[N+](C)C)C.F[P-](F)(F)(F)(F)F.Cl.ON. Product: [OH:46][NH:47][C:26]([C:23]1[CH:24]=[C:25]2[C:20](=[CH:21][CH:22]=1)[N:19]([CH3:29])[CH:18]=[C:17]2[CH2:16][C:13]1[CH:14]=[CH:15][C:10]([NH:9][C:1](=[O:8])[C:2]2[CH:3]=[CH:4][CH:5]=[CH:6][CH:7]=2)=[CH:11][CH:12]=1)=[O:27]. The catalyst class is: 3. (6) Reactant: [Si]([O:8][CH2:9][CH2:10][NH:11][C@H:12]1[CH2:17][CH2:16][C@H:15]([NH:18][C:19]2[CH:24]=[C:23]([C:25]3[CH:30]=[CH:29][CH:28]=[C:27]([NH:31][CH2:32][C:33]4[CH:38]=[CH:37][CH:36]=[C:35]([F:39])[CH:34]=4)[N:26]=3)[C:22]([Cl:40])=[CH:21][N:20]=2)[CH2:14][CH2:13]1)(C(C)(C)C)(C)C.CCCC[N+](CCCC)(CCCC)CCCC.[F-]. Product: [Cl:40][C:22]1[C:23]([C:25]2[CH:30]=[CH:29][CH:28]=[C:27]([NH:31][CH2:32][C:33]3[CH:38]=[CH:37][CH:36]=[C:35]([F:39])[CH:34]=3)[N:26]=2)=[CH:24][C:19]([NH:18][C@H:15]2[CH2:14][CH2:13][C@H:12]([NH:11][CH2:10][CH2:9][OH:8])[CH2:17][CH2:16]2)=[N:20][CH:21]=1. The catalyst class is: 1.